This data is from Catalyst prediction with 721,799 reactions and 888 catalyst types from USPTO. The task is: Predict which catalyst facilitates the given reaction. (1) The catalyst class is: 11. Product: [Br:1][C:2]1[CH:7]=[CH:6][C:5]([C:8](=[O:29])[CH:9]=[C:39]([C:34]2[CH:35]=[C:36]([Cl:38])[CH:37]=[C:32]([Cl:31])[CH:33]=2)[C:40]([F:43])([F:42])[F:41])=[CH:4][C:3]=1[CH3:30]. Reactant: [Br:1][C:2]1[CH:7]=[CH:6][C:5]([C:8](=[O:29])[CH:9]=P(C2C=CC=CC=2)(C2C=CC=CC=2)C2C=CC=CC=2)=[CH:4][C:3]=1[CH3:30].[Cl:31][C:32]1[CH:33]=[C:34]([C:39](=O)[C:40]([F:43])([F:42])[F:41])[CH:35]=[C:36]([Cl:38])[CH:37]=1. (2) Reactant: [CH3:1][O:2][C:3]1[CH:8]=[CH:7][C:6]([N+:9]([O-])=O)=[CH:5][C:4]=1[NH:12][C:13]1[N:18]=[C:17]2[N:19]([CH:23]3[CH2:28][CH2:27][CH2:26][CH2:25][O:24]3)[N:20]=[C:21]([CH3:22])[C:16]2=[C:15]([NH:29][C:30]2[CH:39]=[CH:38][CH:37]=[CH:36][C:31]=2[C:32]([NH:34][CH3:35])=[O:33])[N:14]=1. Product: [NH2:9][C:6]1[CH:7]=[CH:8][C:3]([O:2][CH3:1])=[C:4]([NH:12][C:13]2[N:18]=[C:17]3[N:19]([CH:23]4[CH2:28][CH2:27][CH2:26][CH2:25][O:24]4)[N:20]=[C:21]([CH3:22])[C:16]3=[C:15]([NH:29][C:30]3[CH:39]=[CH:38][CH:37]=[CH:36][C:31]=3[C:32]([NH:34][CH3:35])=[O:33])[N:14]=2)[CH:5]=1. The catalyst class is: 78. (3) Reactant: [CH2:1]([C:3]1[CH:4]=[C:5]([CH2:9]O)[CH:6]=[N:7][CH:8]=1)[CH3:2].[Br:11]P(Br)Br. Product: [Br:11][CH2:9][C:5]1[CH:6]=[N:7][CH:8]=[C:3]([CH2:1][CH3:2])[CH:4]=1. The catalyst class is: 22. (4) Product: [OH:14][C@@H:7]([C@@H:8]([NH:13][C:31]([C:25]1([NH:24][C:22]([N:16]2[CH2:21][CH2:20][O:19][CH2:18][CH2:17]2)=[O:23])[CH2:26][CH2:27][CH2:28][CH2:29][CH2:30]1)=[O:32])[CH2:9][CH2:10][CH2:11][CH3:12])[C:6]([NH:5][CH2:1][CH2:2][CH2:3][CH3:4])=[O:15]. Reactant: [CH2:1]([NH:5][C:6](=[O:15])[C@@H:7]([OH:14])[C@@H:8]([NH2:13])[CH2:9][CH2:10][CH2:11][CH3:12])[CH2:2][CH2:3][CH3:4].[N:16]1([C:22]([NH:24][C:25]2([C:31](O)=[O:32])[CH2:30][CH2:29][CH2:28][CH2:27][CH2:26]2)=[O:23])[CH2:21][CH2:20][O:19][CH2:18][CH2:17]1.ON1C2C=CC=CC=2N=N1.C(N=C=NCCCN(C)C)C. The catalyst class is: 4. (5) Reactant: [NH2:1][CH2:2][C:3]1[C:4]([C:23]2[CH:28]=[CH:27][C:26]([CH3:29])=[CH:25][CH:24]=2)=[C:5]([CH2:14][NH:15][C:16](=[O:22])[O:17][C:18]([CH3:21])([CH3:20])[CH3:19])[C:6]([CH2:10][CH:11]([CH3:13])[CH3:12])=[N:7][C:8]=1[CH3:9].C(N(CC)CC)C.[CH3:37][S:38](Cl)(=[O:40])=[O:39]. Product: [CH2:10]([C:6]1[C:5]([CH2:14][NH:15][C:16](=[O:22])[O:17][C:18]([CH3:19])([CH3:20])[CH3:21])=[C:4]([C:23]2[CH:24]=[CH:25][C:26]([CH3:29])=[CH:27][CH:28]=2)[C:3]([CH2:2][NH:1][S:38]([CH3:37])(=[O:40])=[O:39])=[C:8]([CH3:9])[N:7]=1)[CH:11]([CH3:13])[CH3:12]. The catalyst class is: 54. (6) Reactant: F[C:2]1[N:7]2[CH:8]=[C:9]([CH2:11][N:12]3[C@@H:25]4[C@@H:16]([CH2:17][CH2:18][C:19]5[C:24]4=[N:23][CH:22]=[CH:21][CH:20]=5)[CH2:15][CH2:14][CH2:13]3)[N:10]=[C:6]2[CH:5]=[CH:4][CH:3]=1.[CH3:26][N:27]1[CH2:32][CH2:31][NH:30][CH2:29][CH2:28]1. Product: [CH3:26][N:27]1[CH2:32][CH2:31][N:30]([C:2]2[N:7]3[CH:8]=[C:9]([CH2:11][N:12]4[C@@H:25]5[C@@H:16]([CH2:17][CH2:18][C:19]6[C:24]5=[N:23][CH:22]=[CH:21][CH:20]=6)[CH2:15][CH2:14][CH2:13]4)[N:10]=[C:6]3[CH:5]=[CH:4][CH:3]=2)[CH2:29][CH2:28]1. The catalyst class is: 170.